From a dataset of Forward reaction prediction with 1.9M reactions from USPTO patents (1976-2016). Predict the product of the given reaction. (1) Given the reactants [C:1]([O:5][C:6]([N:8]1[C@H:12]([C:13](=[O:45])[NH:14][C@:15]2([C:20]([NH:22][S:23]([C:26]3[CH:31]=[CH:30][CH:29]=[CH:28][C:27]=3[NH:32][CH2:33][CH2:34][CH2:35][CH2:36][CH2:37][CH2:38][CH2:39][CH2:40][C:41]([O:43]C)=[O:42])(=[O:25])=[O:24])=[O:21])[CH2:17][C@H:16]2[CH:18]=[CH2:19])[CH2:11][C@@H:10]([O:46][C:47]([N:49]2[CH2:57][C:56]3[C:51](=[CH:52][CH:53]=[CH:54][C:55]=3[F:58])[CH2:50]2)=[O:48])[CH2:9]1)=[O:7])([CH3:4])([CH3:3])[CH3:2].[Li+].[OH-], predict the reaction product. The product is: [C:1]([O:5][C:6]([N:8]1[C@H:12]([C:13](=[O:45])[NH:14][C@:15]2([C:20]([NH:22][S:23]([C:26]3[CH:31]=[CH:30][CH:29]=[CH:28][C:27]=3[NH:32][CH2:33][CH2:34][CH2:35][CH2:36][CH2:37][CH2:38][CH2:39][CH2:40][C:41]([OH:43])=[O:42])(=[O:24])=[O:25])=[O:21])[CH2:17][C@H:16]2[CH:18]=[CH2:19])[CH2:11][C@@H:10]([O:46][C:47]([N:49]2[CH2:57][C:56]3[C:51](=[CH:52][CH:53]=[CH:54][C:55]=3[F:58])[CH2:50]2)=[O:48])[CH2:9]1)=[O:7])([CH3:2])([CH3:3])[CH3:4]. (2) Given the reactants [O:1]1[CH:5]=[C:4]([C:6]([OH:8])=O)[N:3]=[C:2]1[C:9]1[O:13][CH:12]=[N:11][CH:10]=1.[C:14]([O:18][C:19]([N:21]1[CH2:26][CH2:25][CH:24]([NH:27][CH:28]2[CH2:30][CH2:29]2)[CH2:23][CH2:22]1)=[O:20])([CH3:17])([CH3:16])[CH3:15], predict the reaction product. The product is: [C:14]([O:18][C:19]([N:21]1[CH2:26][CH2:25][CH:24]([N:27]([C:6]([C:4]2[N:3]=[C:2]([C:9]3[O:13][CH:12]=[N:11][CH:10]=3)[O:1][CH:5]=2)=[O:8])[CH:28]2[CH2:29][CH2:30]2)[CH2:23][CH2:22]1)=[O:20])([CH3:17])([CH3:15])[CH3:16]. (3) Given the reactants Cl.Cl.[CH2:3]([C:5]1[N:9]=[C:8]([CH:10]([CH2:13][NH2:14])[CH2:11][NH2:12])[O:7][N:6]=1)[CH3:4].[CH2:15](OC(OCC)OCC)C, predict the reaction product. The product is: [CH2:3]([C:5]1[N:9]=[C:8]([CH:10]2[CH2:11][NH:12][CH:15]=[N:14][CH2:13]2)[O:7][N:6]=1)[CH3:4]. (4) The product is: [F:13][C:9]1[CH:8]=[C:7]2[C:12](=[CH:11][CH:10]=1)[NH:4][C:5](=[O:16])[C:6]2([CH3:15])[CH3:14]. Given the reactants C([N:4]1[C:12]2[C:7](=[CH:8][C:9]([F:13])=[CH:10][CH:11]=2)[C:6]([CH3:15])([CH3:14])[C:5]1=[O:16])(=O)C.Cl, predict the reaction product. (5) Given the reactants [NH2:1][C:2]1[C:7]([NH2:8])=[C:6]([NH:9][C@@H:10]2[C@@H:15]3[CH2:16][C@@H:12]([CH:13]=[CH:14]3)[C@@H:11]2[C:17]([NH2:19])=[O:18])[CH:5]=[CH:4][N:3]=1.[CH3:20][O:21][C:22]1[CH:29]=[C:28]([N:30]2[CH2:35][CH2:34][N:33]([CH3:36])[CH2:32][CH2:31]2)[CH:27]=[CH:26][C:23]=1[CH:24]=O, predict the reaction product. The product is: [CH3:20][O:21][C:22]1[CH:29]=[C:28]([N:30]2[CH2:31][CH2:32][N:33]([CH3:36])[CH2:34][CH2:35]2)[CH:27]=[CH:26][C:23]=1[C:24]1[NH:1][C:2]2=[N:3][CH:4]=[CH:5][C:6]([NH:9][C@@H:10]3[C@@H:15]4[CH2:16][C@@H:12]([CH:13]=[CH:14]4)[C@@H:11]3[C:17]([NH2:19])=[O:18])=[C:7]2[N:8]=1.